Dataset: Full USPTO retrosynthesis dataset with 1.9M reactions from patents (1976-2016). Task: Predict the reactants needed to synthesize the given product. (1) Given the product [C:1]12([NH:11][CH2:24][C:23]3[CH:26]=[CH:27][C:20]([O:19][CH2:12][C:13]4[CH:14]=[CH:15][CH:16]=[CH:17][CH:18]=4)=[CH:21][C:22]=3[OH:28])[CH2:8][CH:7]3[CH2:6][CH:5]([CH2:4][CH:3]([CH2:9]3)[CH2:2]1)[CH2:10]2, predict the reactants needed to synthesize it. The reactants are: [C:1]12([NH2:11])[CH2:10][CH:5]3[CH2:6][CH:7]([CH2:9][CH:3]([CH2:4]3)[CH2:2]1)[CH2:8]2.[CH2:12]([O:19][C:20]1[CH:27]=[CH:26][C:23]([CH:24]=O)=[C:22]([OH:28])[CH:21]=1)[C:13]1[CH:18]=[CH:17][CH:16]=[CH:15][CH:14]=1. (2) The reactants are: [C:1]([N:4]1[C:12]2[C:7](=[CH:8][CH:9]=[CH:10][CH:11]=2)[CH2:6][C:5]1=[O:13])(=[O:3])[CH3:2].[C:14](O)(=[O:21])[C:15]1[CH:20]=[CH:19][CH:18]=[CH:17][CH:16]=1.CN(C(ON1N=NC2C=CC=CC1=2)=[N+](C)C)C.[B-](F)(F)(F)F.C1C=CC2N(O)N=NC=2C=1.C(N(C(C)C)C(C)C)C.Cl. Given the product [C:1]([N:4]1[C:12]2[C:7](=[CH:8][CH:9]=[CH:10][CH:11]=2)[C:6](=[C:14]([OH:21])[C:15]2[CH:20]=[CH:19][CH:18]=[CH:17][CH:16]=2)[C:5]1=[O:13])(=[O:3])[CH3:2], predict the reactants needed to synthesize it. (3) Given the product [Cl:18][C:19]1[CH:20]=[CH:21][C:22]([O:31][CH:32]([CH3:34])[CH3:33])=[C:23]([N:25]2[CH2:26][CH2:27][N:28]([CH2:16][CH2:15][CH2:14][CH2:13][O:12][C:8]3[N:9]=[C:10]4[C:5]([CH2:4][CH2:3][C:2](=[O:1])[NH:11]4)=[CH:6][CH:7]=3)[CH2:29][CH2:30]2)[CH:24]=1, predict the reactants needed to synthesize it. The reactants are: [O:1]=[C:2]1[NH:11][C:10]2[N:9]=[C:8]([O:12][CH2:13][CH2:14][CH2:15][CH:16]=O)[CH:7]=[CH:6][C:5]=2[CH2:4][CH2:3]1.[Cl:18][C:19]1[CH:20]=[CH:21][C:22]([O:31][CH:32]([CH3:34])[CH3:33])=[C:23]([N:25]2[CH2:30][CH2:29][NH:28][CH2:27][CH2:26]2)[CH:24]=1.[BH-](OC(C)=O)(OC(C)=O)OC(C)=O.[Na+].